This data is from NCI-60 drug combinations with 297,098 pairs across 59 cell lines. The task is: Regression. Given two drug SMILES strings and cell line genomic features, predict the synergy score measuring deviation from expected non-interaction effect. (1) Cell line: HL-60(TB). Drug 1: COC1=CC(=CC(=C1O)OC)C2C3C(COC3=O)C(C4=CC5=C(C=C24)OCO5)OC6C(C(C7C(O6)COC(O7)C8=CC=CS8)O)O. Drug 2: CCC1=C2CN3C(=CC4=C(C3=O)COC(=O)C4(CC)O)C2=NC5=C1C=C(C=C5)O. Synergy scores: CSS=89.0, Synergy_ZIP=6.44, Synergy_Bliss=6.30, Synergy_Loewe=7.73, Synergy_HSA=10.6. (2) Drug 1: C1C(C(OC1N2C=NC3=C(N=C(N=C32)Cl)N)CO)O. Drug 2: CCC1(C2=C(COC1=O)C(=O)N3CC4=CC5=C(C=CC(=C5CN(C)C)O)N=C4C3=C2)O.Cl. Cell line: RPMI-8226. Synergy scores: CSS=17.8, Synergy_ZIP=-7.85, Synergy_Bliss=-4.68, Synergy_Loewe=-2.40, Synergy_HSA=-2.40. (3) Drug 1: CCC1(CC2CC(C3=C(CCN(C2)C1)C4=CC=CC=C4N3)(C5=C(C=C6C(=C5)C78CCN9C7C(C=CC9)(C(C(C8N6C=O)(C(=O)OC)O)OC(=O)C)CC)OC)C(=O)OC)O.OS(=O)(=O)O. Drug 2: C1CC(=O)NC(=O)C1N2C(=O)C3=CC=CC=C3C2=O. Cell line: BT-549. Synergy scores: CSS=13.6, Synergy_ZIP=-3.40, Synergy_Bliss=-4.60, Synergy_Loewe=-29.1, Synergy_HSA=-4.73.